Dataset: Full USPTO retrosynthesis dataset with 1.9M reactions from patents (1976-2016). Task: Predict the reactants needed to synthesize the given product. (1) Given the product [Br:1][CH:11]([CH3:12])[C:10]([C:7]1[CH:8]=[N:9][C:4]([Cl:3])=[CH:5][CH:6]=1)=[O:13], predict the reactants needed to synthesize it. The reactants are: [Br:1]Br.[Cl:3][C:4]1[N:9]=[CH:8][C:7]([C:10](=[O:13])[CH2:11][CH3:12])=[CH:6][CH:5]=1.Br. (2) Given the product [Cl:9][C:10]1[N:14]([S:21]([N:20]([CH3:25])[CH3:19])(=[O:23])=[O:22])[C:13]2[CH:15]=[CH:16][CH:17]=[CH:18][C:12]=2[N:11]=1, predict the reactants needed to synthesize it. The reactants are: N12CCN(CC1)CC2.[Cl:9][C:10]1[NH:14][C:13]2[CH:15]=[CH:16][CH:17]=[CH:18][C:12]=2[N:11]=1.[CH3:19][N:20]([CH3:25])[S:21](Cl)(=[O:23])=[O:22]. (3) Given the product [OH:41][C:14]1([C:11]2[CH:12]=[N:13][C:8]([O:6][CH:4]([CH3:5])[CH3:3])=[CH:9][CH:10]=2)[CH2:15][CH2:16][CH:17]([N:20]2[CH2:23][CH:22]([NH:24][C:25]([CH2:27][NH:28][C:29](=[O:40])[C:30]3[CH:35]=[CH:34][CH:33]=[C:32]([C:36]([F:39])([F:37])[F:38])[CH:31]=3)=[O:26])[CH2:21]2)[CH2:18][CH2:19]1, predict the reactants needed to synthesize it. The reactants are: [H-].[Na+].[CH3:3][CH:4]([OH:6])[CH3:5].F[C:8]1[N:13]=[CH:12][C:11]([C:14]2([OH:41])[CH2:19][CH2:18][CH:17]([N:20]3[CH2:23][CH:22]([NH:24][C:25]([CH2:27][NH:28][C:29](=[O:40])[C:30]4[CH:35]=[CH:34][CH:33]=[C:32]([C:36]([F:39])([F:38])[F:37])[CH:31]=4)=[O:26])[CH2:21]3)[CH2:16][CH2:15]2)=[CH:10][CH:9]=1. (4) Given the product [Br-:28].[OH:10][C:9]([C:17]1[CH:22]=[CH:21][CH:20]=[CH:19][CH:18]=1)([C:11]1[CH:12]=[CH:13][CH:14]=[CH:15][CH:16]=1)[C:4]12[CH2:5][CH2:6][N+:1]([CH2:27][CH2:26][CH2:25][O:24][CH3:23])([CH2:2][CH2:3]1)[CH2:8][CH2:7]2, predict the reactants needed to synthesize it. The reactants are: [N:1]12[CH2:8][CH2:7][C:4]([C:9]([C:17]3[CH:22]=[CH:21][CH:20]=[CH:19][CH:18]=3)([C:11]3[CH:16]=[CH:15][CH:14]=[CH:13][CH:12]=3)[OH:10])([CH2:5][CH2:6]1)[CH2:3][CH2:2]2.[CH3:23][O:24][CH2:25][CH2:26][CH2:27][Br:28]. (5) Given the product [Cl:1][C:2]1[CH:3]=[C:4]([CH:16]=[CH:17][CH:18]=1)[CH2:5][N:6]1[CH:11]=[CH:10][CH:9]=[C:8]([C:12]([NH:19][C@@H:20]([CH2:28][CH2:29][CH2:30][NH:31][C:32]([NH:34][S:35]([C:38]2[C:39]([CH3:52])=[C:40]3[C:45](=[C:46]([CH3:49])[C:47]=2[CH3:48])[O:44][C:43]([CH3:51])([CH3:50])[CH2:42][CH2:41]3)(=[O:36])=[O:37])=[NH:33])[C:21]([O:23][C:24]([CH3:25])([CH3:26])[CH3:27])=[O:22])=[O:14])[C:7]1=[O:15], predict the reactants needed to synthesize it. The reactants are: [Cl:1][C:2]1[CH:3]=[C:4]([CH:16]=[CH:17][CH:18]=1)[CH2:5][N:6]1[CH:11]=[CH:10][CH:9]=[C:8]([C:12]([OH:14])=O)[C:7]1=[O:15].[NH2:19][C@@H:20]([CH2:28][CH2:29][CH2:30][NH:31][C:32]([NH:34][S:35]([C:38]1[C:39]([CH3:52])=[C:40]2[C:45](=[C:46]([CH3:49])[C:47]=1[CH3:48])[O:44][C:43]([CH3:51])([CH3:50])[CH2:42][CH2:41]2)(=[O:37])=[O:36])=[NH:33])[C:21]([O:23][C:24]([CH3:27])([CH3:26])[CH3:25])=[O:22].CN(C(ON1N=NC2C=CC=CC1=2)=[N+](C)C)C.F[P-](F)(F)(F)(F)F.CCN(C(C)C)C(C)C. (6) Given the product [CH3:24][O:23][C:21]([C:20]1[CH:12]=[C:11]([C:14]2[CH:18]=[CH:17][N:16]([CH3:19])[CH:15]=2)[N:35]([C:32]2[N:31]=[N:30][C:29]([Cl:28])=[CH:34][CH:33]=2)[N:36]=1)=[O:22], predict the reactants needed to synthesize it. The reactants are: C[Si]([N-][Si](C)(C)C)(C)C.[Li+].[C:11]([C:14]1[CH:18]=[CH:17][N:16]([CH3:19])[CH:15]=1)(=O)[CH3:12].[C:20](OC)(=O)[C:21]([O:23][CH3:24])=[O:22].[Cl:28][C:29]1[N:30]=[N:31][C:32]([NH:35][NH2:36])=[CH:33][CH:34]=1.Cl. (7) Given the product [CH3:1][O:2][CH2:3][C:4]([C:5]1[CH:6]=[C:7]([NH2:8])[O:17][N:16]=1)([CH3:11])[CH3:10], predict the reactants needed to synthesize it. The reactants are: [CH3:1][O:2][CH2:3][C:4]([CH3:11])([CH3:10])[C:5](=O)[CH2:6][C:7]#[N:8].C(C1C=C(N)[O:17][N:16]=1)(C)C.